From a dataset of Full USPTO retrosynthesis dataset with 1.9M reactions from patents (1976-2016). Predict the reactants needed to synthesize the given product. (1) Given the product [CH3:40][O:41][C:27]1[CH:26]=[C:25]([C:2]2[CH:3]=[N:4][CH:5]=[C:6]([NH:8][C@@H:9]([C:11]3[CH:16]=[CH:15][CH:14]=[CH:13][CH:12]=3)[CH3:10])[N:7]=2)[CH:30]=[CH:29][C:28]=1[OH:31], predict the reactants needed to synthesize it. The reactants are: Cl[C:2]1[N:7]=[C:6]([NH:8][C@@H:9]([C:11]2[CH:16]=[CH:15][CH:14]=[CH:13][CH:12]=2)[CH3:10])[CH:5]=[N:4][CH:3]=1.CC1(C)C(C)(C)OB([C:25]2[CH:30]=[CH:29][C:28]([OH:31])=[CH:27][CH:26]=2)O1.C1(C)C=CC=CC=1.[C:40](=O)([O-])[O-:41].[Na+].[Na+]. (2) Given the product [Br:19][C:20]1[CH:29]=[CH:28][C:23]([C:24]([NH:26][NH:27][C:12](=[O:14])[C@H:11]([NH:10][C:4]2[CH:5]=[CH:6][C:7]([C:8]#[N:9])=[C:2]([Cl:1])[C:3]=2[CH3:18])[C@@H:15]([OH:17])[CH3:16])=[O:25])=[CH:22][CH:21]=1, predict the reactants needed to synthesize it. The reactants are: [Cl:1][C:2]1[C:3]([CH3:18])=[C:4]([NH:10][C@H:11]([C@@H:15]([OH:17])[CH3:16])[C:12]([OH:14])=O)[CH:5]=[CH:6][C:7]=1[C:8]#[N:9].[Br:19][C:20]1[CH:29]=[CH:28][C:23]([C:24]([NH:26][NH2:27])=[O:25])=[CH:22][CH:21]=1.O.ON1C2C=CC=CC=2N=N1.Cl.CN(C)CCCN=C=NCC.CCN(CC)CC. (3) Given the product [C:1]1([C:7](=[N:18][O:19][CH:20]2[CH2:21][CH2:22][N:23]([C:26]([O:28][C:29]([CH3:32])([CH3:31])[CH3:30])=[O:27])[CH2:24][CH2:25]2)[C:9]2[NH:17][C:12]3=[CH:13][N:14]=[CH:15][CH:16]=[C:11]3[CH:10]=2)[CH:6]=[CH:5][CH:4]=[CH:3][CH:2]=1, predict the reactants needed to synthesize it. The reactants are: [C:1]1([C:7]([C:9]2[NH:17][C:12]3=[CH:13][N:14]=[CH:15][CH:16]=[C:11]3[CH:10]=2)=O)[CH:6]=[CH:5][CH:4]=[CH:3][CH:2]=1.[NH2:18][O:19][CH:20]1[CH2:25][CH2:24][N:23]([C:26]([O:28][C:29]([CH3:32])([CH3:31])[CH3:30])=[O:27])[CH2:22][CH2:21]1.Cl. (4) Given the product [F:1][CH2:2][CH2:3][N:4]1[C:12]2[C:7](=[CH:8][C:9]([NH2:13])=[CH:10][CH:11]=2)[CH:6]=[CH:5]1, predict the reactants needed to synthesize it. The reactants are: [F:1][CH2:2][CH2:3][N:4]1[C:12]2[C:7](=[CH:8][C:9]([N+:13]([O-])=O)=[CH:10][CH:11]=2)[CH:6]=[CH:5]1.[H][H]. (5) Given the product [CH2:30]([O:29][C:27](=[O:28])[C:26]1[CH:32]=[CH:33][C:23]([CH2:22][N:13]([S:10]([C:7]2[CH:6]=[CH:5][C:4]([O:3][CH2:1][CH3:2])=[CH:9][CH:8]=2)(=[O:11])=[O:12])[CH2:14][C:15]2[CH:20]=[CH:19][CH:18]=[CH:17][N:16]=2)=[CH:24][CH:25]=1)[CH3:31], predict the reactants needed to synthesize it. The reactants are: [CH2:1]([O:3][C:4]1[CH:9]=[CH:8][C:7]([S:10]([NH:13][CH2:14][C:15]2[CH:20]=[CH:19][CH:18]=[CH:17][N:16]=2)(=[O:12])=[O:11])=[CH:6][CH:5]=1)[CH3:2].Br[CH2:22][C:23]1[CH:33]=[CH:32][C:26]([C:27]([O:29][CH2:30][CH3:31])=[O:28])=[CH:25][CH:24]=1. (6) Given the product [F:42][C:2]([F:41])([F:1])[C:3]1[CH:4]=[C:5]([CH:34]=[C:35]([C:37]([F:38])([F:40])[F:39])[CH:36]=1)[C:6]([N:8]1[CH2:13][CH2:12][N:11]([CH2:14][C:15]2[CH:20]=[CH:19][C:18]([C:21]([N:46]([CH2:47][CH3:48])[CH2:44][CH3:45])=[O:22])=[CH:17][CH:16]=2)[CH2:10][C@H:9]1[CH2:24][C:25]1[C:33]2[C:28](=[CH:29][CH:30]=[CH:31][CH:32]=2)[NH:27][CH:26]=1)=[O:7], predict the reactants needed to synthesize it. The reactants are: [F:1][C:2]([F:42])([F:41])[C:3]1[CH:4]=[C:5]([CH:34]=[C:35]([C:37]([F:40])([F:39])[F:38])[CH:36]=1)[C:6]([N:8]1[CH2:13][CH2:12][N:11]([CH2:14][C:15]2[CH:20]=[CH:19][C:18]([C:21](O)=[O:22])=[CH:17][CH:16]=2)[CH2:10][C@H:9]1[CH2:24][C:25]1[C:33]2[C:28](=[CH:29][CH:30]=[CH:31][CH:32]=2)[NH:27][CH:26]=1)=[O:7].Cl.[CH2:44]([NH:46][CH2:47][CH3:48])[CH3:45].CN(C)CCCN=C=NCC.ON1C2C=CC=CC=2N=N1.C(=O)(O)[O-].[Na+]. (7) Given the product [Cl:3][C:4]1[CH:5]=[C:6]([CH2:16][C:17]2[O:21][C:20]([C:22]([OH:24])=[O:23])=[CH:19][CH:18]=2)[C:7]2[O:11][C:10]([CH:12]([CH3:13])[CH3:14])=[CH:9][C:8]=2[CH:15]=1, predict the reactants needed to synthesize it. The reactants are: [OH-].[Na+].[Cl:3][C:4]1[CH:5]=[C:6]([CH2:16][C:17]2[O:21][C:20]([C:22]([O:24]C)=[O:23])=[CH:19][CH:18]=2)[C:7]2[O:11][C:10]([CH:12]([CH3:14])[CH3:13])=[CH:9][C:8]=2[CH:15]=1. (8) Given the product [Si:16]([O:6][CH2:1][C@H:2]([OH:5])[CH:3]=[CH2:4])([C:12]([CH3:15])([CH3:14])[CH3:13])([C:23]1[CH:24]=[CH:25][CH:26]=[CH:27][CH:28]=1)[C:17]1[CH:22]=[CH:21][CH:20]=[CH:19][CH:18]=1, predict the reactants needed to synthesize it. The reactants are: [CH2:1]([OH:6])[C@H:2]([OH:5])[CH:3]=[CH2:4].N1C=CN=C1.[C:12]([Si:16](Cl)([C:23]1[CH:28]=[CH:27][CH:26]=[CH:25][CH:24]=1)[C:17]1[CH:22]=[CH:21][CH:20]=[CH:19][CH:18]=1)([CH3:15])([CH3:14])[CH3:13]. (9) Given the product [N:7]1[CH:12]=[CH:11][C:10]([CH2:13][CH2:14][CH2:15][CH:16]([CH2:17][OH:18])[CH2:22][OH:23])=[CH:9][CH:8]=1, predict the reactants needed to synthesize it. The reactants are: [H-].[H-].[H-].[H-].[Li+].[Al+3].[N:7]1[CH:12]=[CH:11][C:10]([CH2:13][CH2:14][CH2:15][CH:16]([C:22](OCC)=[O:23])[C:17](OCC)=[O:18])=[CH:9][CH:8]=1.[OH-].[Na+].[O-]S([O-])(=O)=O.[Na+].[Na+]. (10) Given the product [Cl:1][C:2]1[N:7]=[C:6]([NH:8][C:9](=[O:15])[O:10][C:11]([CH3:14])([CH3:13])[CH3:12])[C:5]([CH:16]=[N:27][OH:28])=[CH:4][CH:3]=1, predict the reactants needed to synthesize it. The reactants are: [Cl:1][C:2]1[N:7]=[C:6]([NH:8][C:9](=[O:15])[O:10][C:11]([CH3:14])([CH3:13])[CH3:12])[C:5]([CH:16]=O)=[CH:4][CH:3]=1.C(O)C.C([O-])(=O)C.[Na+].Cl.[NH2:27][OH:28].